Task: Predict the reaction yield, written as a fraction of the theoretical maximum amount of product (1.0 means a 100% yield; for example, 0.34 means a 34% yield).. Dataset: Reaction yield outcomes from USPTO patents with 853,638 reactions (1) The reactants are [P:1]([Cl:5])(Cl)([Cl:3])=[O:2].[CH2:6]([CH:13]([CH2:16][CH2:17][CH2:18][CH2:19][CH2:20][CH2:21][CH2:22][CH2:23][CH3:24])[CH2:14][OH:15])[CH2:7][CH2:8][CH2:9][CH2:10][CH2:11][CH3:12].C(N(CC)CC)C.Cl.C(N(CC)CC)C. The catalyst is C1(C)C=CC=CC=1. The product is [CH2:6]([CH:13]([CH2:16][CH2:17][CH2:18][CH2:19][CH2:20][CH2:21][CH2:22][CH2:23][CH3:24])[CH2:14][O:15][P:1]([Cl:5])([Cl:3])=[O:2])[CH2:7][CH2:8][CH2:9][CH2:10][CH2:11][CH3:12]. The yield is 0.347. (2) The reactants are [C:1](Cl)(=[O:4])[CH:2]=[CH2:3].[CH3:6][N:7]([CH3:37])[CH:8]1[CH2:11][N:10]([C:12]2[CH:17]=[C:16]([O:18][CH3:19])[C:15]([NH:20][C:21]3[N:26]=[C:25]([C:27]4[CH:28]=[N:29][N:30]5[CH2:35][CH2:34][CH2:33][CH2:32][C:31]=45)[CH:24]=[CH:23][N:22]=3)=[CH:14][C:13]=2[NH2:36])[CH2:9]1. The catalyst is C(Cl)Cl. The product is [CH3:37][N:7]([CH3:6])[CH:8]1[CH2:9][N:10]([C:12]2[CH:17]=[C:16]([O:18][CH3:19])[C:15]([NH:20][C:21]3[N:26]=[C:25]([C:27]4[CH:28]=[N:29][N:30]5[CH2:35][CH2:34][CH2:33][CH2:32][C:31]=45)[CH:24]=[CH:23][N:22]=3)=[CH:14][C:13]=2[NH:36][C:1](=[O:4])[CH:2]=[CH2:3])[CH2:11]1. The yield is 0.460. (3) The reactants are [OH-].[Na+].[CH3:3][N:4]([CH3:27])[C@H:5]1[CH2:10][CH2:9][CH2:8][N:7]([C:11](=[O:26])[CH2:12][CH2:13][C:14]2[N:15]([CH2:19][CH2:20][C:21]([O:23]CC)=[O:22])[CH:16]=[CH:17][N:18]=2)[CH2:6]1.[ClH:28]. The catalyst is O. The product is [ClH:28].[CH3:27][N:4]([CH3:3])[C@H:5]1[CH2:10][CH2:9][CH2:8][N:7]([C:11](=[O:26])[CH2:12][CH2:13][C:14]2[N:15]([CH2:19][CH2:20][C:21]([OH:23])=[O:22])[CH:16]=[CH:17][N:18]=2)[CH2:6]1. The yield is 0.680.